Dataset: hERG Central: cardiac toxicity at 1µM, 10µM, and general inhibition. Task: Predict hERG channel inhibition at various concentrations. (1) The drug is Cn1c(-c2cccc([N+](=O)[O-])c2)cnc1NCc1ccc(C#N)cc1.O=C(O)C(=O)O. Results: hERG_inhib (hERG inhibition (general)): blocker. (2) The molecule is CCOC(=O)c1[nH]c2ccccc2c1N=CN(CC)CC. Results: hERG_inhib (hERG inhibition (general)): blocker. (3) The drug is COC(=O)C1=C(N)Oc2cc(N(C)C)ccc2C1c1ccccc1OC. Results: hERG_inhib (hERG inhibition (general)): blocker. (4) The drug is COc1ccc(OC)c(CNc2nc3ccccc3n2CCN2CCCCC2)c1. Results: hERG_inhib (hERG inhibition (general)): blocker. (5) Results: hERG_inhib (hERG inhibition (general)): blocker. The drug is Cc1ccc2nc3c(cc(C#N)c(=N)n3Cc3cccnc3)c(=O)n2c1. (6) The molecule is C[C@H]1CN=C(Nc2ccccc2)N1CCCC1CCCCC1. Results: hERG_inhib (hERG inhibition (general)): blocker. (7) The molecule is Cc1oc(-c2cccc(F)c2)nc1CN1CCCCC1CCn1cccn1. Results: hERG_inhib (hERG inhibition (general)): blocker. (8) The compound is CCCCCCCSc1cc(OC)c(CCN(C)C)cc1OC.O=C(O)/C=C\C(=O)O. Results: hERG_inhib (hERG inhibition (general)): blocker.